This data is from Forward reaction prediction with 1.9M reactions from USPTO patents (1976-2016). The task is: Predict the product of the given reaction. (1) Given the reactants [Cl:1][C:2]1[CH:3]=[CH:4][C:5]2[N:6]([C:8](O)=[N:9][N:10]=2)[N:7]=1.P(Cl)(Cl)(Cl)(Cl)[Cl:13], predict the reaction product. The product is: [Cl:13][C:8]1[N:6]2[N:7]=[C:2]([Cl:1])[CH:3]=[CH:4][C:5]2=[N:10][N:9]=1. (2) Given the reactants [CH2:1]([O:5][C:6]1[CH:14]=[CH:13][C:9]([C:10]([OH:12])=O)=[CH:8][C:7]=1[CH2:15][C:16]([O:18][CH3:19])=[O:17])[CH:2]([CH3:4])[CH3:3].C(Cl)(=O)C(Cl)=O.[Cl-].[Al+3].[Cl-].[Cl-].[CH2:30]([O:34][C:35]1[CH:40]=[CH:39][CH:38]=[C:37]([O:41][CH2:42][CH:43]([CH3:45])[CH3:44])[CH:36]=1)[CH:31]([CH3:33])[CH3:32], predict the reaction product. The product is: [CH2:42]([O:41][C:37]1[CH:36]=[C:35]([O:34][CH2:30][CH:31]([CH3:33])[CH3:32])[CH:40]=[CH:39][C:38]=1[C:10]([C:9]1[CH:13]=[CH:14][C:6]([O:5][CH2:1][CH:2]([CH3:3])[CH3:4])=[C:7]([CH2:15][C:16]([O:18][CH3:19])=[O:17])[CH:8]=1)=[O:12])[CH:43]([CH3:45])[CH3:44]. (3) The product is: [Cl:1][C:2]1[CH:3]=[C:4]([CH2:8][CH2:9][NH:10][CH2:15][C:14]2[CH:17]=[CH:18][CH:19]=[C:12]([OH:11])[CH:13]=2)[CH:5]=[CH:6][CH:7]=1. Given the reactants [Cl:1][C:2]1[CH:3]=[C:4]([CH2:8][CH2:9][NH2:10])[CH:5]=[CH:6][CH:7]=1.[OH:11][C:12]1[CH:13]=[C:14]([CH:17]=[CH:18][CH:19]=1)[CH:15]=O.[BH4-].[Na+].O, predict the reaction product. (4) The product is: [CH:12]([NH:11][CH2:9][CH2:8][C:4]1[CH:3]=[C:2]([OH:1])[CH:7]=[CH:6][CH:5]=1)([CH3:14])[CH3:13]. Given the reactants [OH:1][C:2]1[CH:3]=[C:4]([CH2:8][C:9]([NH:11][CH:12]([CH3:14])[CH3:13])=O)[CH:5]=[CH:6][CH:7]=1.[H-].[Al+3].[Li+].[H-].[H-].[H-], predict the reaction product. (5) Given the reactants [C:1]([O:5][C:6]([NH:8][CH:9]([CH2:16][CH:17]([C:21]1[C:26]([F:27])=[CH:25][CH:24]=[C:23]([F:28])[C:22]=1[F:29])[C:18](=O)[CH3:19])[C:10](OC(C)C)=[O:11])=[O:7])([CH3:4])([CH3:3])[CH3:2].C([NH2:33])(C)C, predict the reaction product. The product is: [CH3:19][C@H:18]1[NH:33][C:10](=[O:11])[CH:9]([NH:8][C:6](=[O:7])[O:5][C:1]([CH3:4])([CH3:3])[CH3:2])[CH2:16][C@H:17]1[C:21]1[C:26]([F:27])=[CH:25][CH:24]=[C:23]([F:28])[C:22]=1[F:29]. (6) Given the reactants [C:1]([O:5][C:6]([N:8]1[C@H:12]([C:13]([OH:15])=O)[CH2:11][S:10][CH2:9]1)=[O:7])([CH3:4])([CH3:3])[CH3:2].O.O[N:18]1C2C=CC=CC=2N=N1.O.N, predict the reaction product. The product is: [C:1]([O:5][C:6]([N:8]1[C@H:12]([C:13]([NH2:18])=[O:15])[CH2:11][S:10][CH2:9]1)=[O:7])([CH3:4])([CH3:3])[CH3:2]. (7) Given the reactants CO[C:3]([C:5]1[CH:10]=[N:9][C:8]([CH:11]=[O:12])=[CH:7][N:6]=1)=O.COC([C:17]1[CH:22]=[N:21][C:20](C(Br)Br)=[CH:19][N:18]=1)=O.[CH2:26](O)[CH3:27], predict the reaction product. The product is: [CH:5]([N:18]1[CH2:17][CH2:22][N:21]([C:11]([C:8]2[CH:7]=[N:6][C:5]([CH2:3][N:6]3[CH2:27][CH2:26][CH2:11][CH2:8][CH2:7]3)=[CH:10][N:9]=2)=[O:12])[CH2:20][CH2:19]1)([CH3:10])[CH3:3]. (8) Given the reactants [CH2:1]([O:3][C:4]([C:6]1([CH2:9][NH:10][CH:11]2[CH2:16][CH2:15][CH2:14][CH2:13][CH2:12]2)[CH2:8][CH2:7]1)=[O:5])[CH3:2].C(=O)([O-])[O-].[K+].[K+].[Cl:23][C:24]1[N:29]=[C:28](Cl)[C:27]([N+:31]([O-:33])=[O:32])=[CH:26][N:25]=1, predict the reaction product. The product is: [CH2:1]([O:3][C:4]([C:6]1([CH2:9][N:10]([C:26]2[C:27]([N+:31]([O-:33])=[O:32])=[CH:28][N:29]=[C:24]([Cl:23])[N:25]=2)[CH:11]2[CH2:16][CH2:15][CH2:14][CH2:13][CH2:12]2)[CH2:7][CH2:8]1)=[O:5])[CH3:2]. (9) Given the reactants [F:1][C:2]1[CH:39]=[C:38]([CH3:40])[CH:37]=[CH:36][C:3]=1[O:4][C:5]1[C:14]2[C:13](=[O:15])[N:12]([CH2:16][C:17]3[CH:22]=[CH:21][C:20]([O:23][CH3:24])=[CH:19][CH:18]=3)C(=O)[N:10]([C:26]3[CH:31]=[CH:30][C:29]([I:32])=[CH:28][C:27]=3[F:33])[C:9]=2[N:8]([CH3:34])[C:7](=[O:35])[CH:6]=1.[OH-].[Li+].C(OCC)(=O)C, predict the reaction product. The product is: [F:1][C:2]1[CH:39]=[C:38]([CH3:40])[CH:37]=[CH:36][C:3]=1[O:4][C:5]1[C:14]([C:13]([NH:12][CH2:16][C:17]2[CH:22]=[CH:21][C:20]([O:23][CH3:24])=[CH:19][CH:18]=2)=[O:15])=[C:9]([NH:10][C:26]2[CH:31]=[CH:30][C:29]([I:32])=[CH:28][C:27]=2[F:33])[N:8]([CH3:34])[C:7](=[O:35])[CH:6]=1. (10) Given the reactants [C:1]([C:5]1[CH:26]=[CH:25][C:8]([CH2:9][NH:10][C:11](=[O:24])[CH:12]([OH:23])[C:13]2[CH:22]=[CH:21][CH:20]=[C:19]3[C:14]=2[CH:15]=[CH:16][N:17]=[CH:18]3)=[CH:7][CH:6]=1)([CH3:4])([CH3:3])[CH3:2].[H-].[Na+].[CH3:29]I, predict the reaction product. The product is: [C:1]([C:5]1[CH:6]=[CH:7][C:8]([CH2:9][NH:10][C:11](=[O:24])[CH:12]([C:13]2[CH:22]=[CH:21][CH:20]=[C:19]3[C:14]=2[CH:15]=[CH:16][N:17]=[CH:18]3)[O:23][CH3:29])=[CH:25][CH:26]=1)([CH3:4])([CH3:2])[CH3:3].